This data is from Reaction yield outcomes from USPTO patents with 853,638 reactions. The task is: Predict the reaction yield, written as a fraction of the theoretical maximum amount of product (1.0 means a 100% yield; for example, 0.34 means a 34% yield). The reactants are Cl.[C:2]([N:5]([CH2:37][C:38]1[CH:43]=[C:42]([C:44]([F:47])([F:46])[F:45])[CH:41]=[C:40]([C:48]([F:51])([F:50])[F:49])[CH:39]=1)[CH:6]1[CH2:12][CH2:11][CH2:10][N:9]([C:13]([O:15][CH:16]([CH3:18])[CH3:17])=[O:14])[C:8]2[CH:19]=[C:20]([N:23]=C(C3C=CC=CC=3)C3C=CC=CC=3)[CH:21]=[CH:22][C:7]1=2)(=[O:4])[CH3:3]. The catalyst is O1CCCC1.C(OCC)(=O)C. The product is [C:2]([N:5]([CH2:37][C:38]1[CH:39]=[C:40]([C:48]([F:51])([F:50])[F:49])[CH:41]=[C:42]([C:44]([F:47])([F:45])[F:46])[CH:43]=1)[CH:6]1[CH2:12][CH2:11][CH2:10][N:9]([C:13]([O:15][CH:16]([CH3:18])[CH3:17])=[O:14])[C:8]2[CH:19]=[C:20]([NH2:23])[CH:21]=[CH:22][C:7]1=2)(=[O:4])[CH3:3]. The yield is 0.750.